This data is from Full USPTO retrosynthesis dataset with 1.9M reactions from patents (1976-2016). The task is: Predict the reactants needed to synthesize the given product. (1) Given the product [Cl:13][C:14]1[CH:15]=[C:16]([CH:30]=[CH:31][C:32]=1[Cl:33])[CH2:17][N:18]1[CH2:23][CH2:22][N:21]([CH2:24][CH:25]([C:5]2([CH:10]=[CH:11][CH:12]=[C:3]([O:2][CH3:1])[CH2:4]2)[CH2:6][NH:7][C:8]([NH2:41])=[S:9])[CH:26]([CH3:28])[CH3:27])[CH2:20][CH2:19]1, predict the reactants needed to synthesize it. The reactants are: [CH3:1][O:2][C:3]1[CH:4]=[C:5]([CH:10]=[CH:11][CH:12]=1)[CH2:6][N:7]=[C:8]=[S:9].[Cl:13][C:14]1[CH:15]=[C:16]([CH:30]=[CH:31][C:32]=1[Cl:33])[CH2:17][N:18]1[CH2:23][CH2:22][N:21]([CH2:24][CH:25](N)[CH:26]([CH3:28])[CH3:27])[CH2:20][CH2:19]1.C([NH:41][C@H](C(O)=O)C(C)C)(OC(C)(C)C)=O. (2) Given the product [CH3:15][O:16][C:2]1[CH:11]=[N:10][C:9]2[C:4](=[CH:5][CH:6]=[C:7]([N+:12]([O-:14])=[O:13])[CH:8]=2)[N:3]=1, predict the reactants needed to synthesize it. The reactants are: Cl[C:2]1[CH:11]=[N:10][C:9]2[C:4](=[CH:5][CH:6]=[C:7]([N+:12]([O-:14])=[O:13])[CH:8]=2)[N:3]=1.[CH3:15][O-:16].[Na+].